From a dataset of Reaction yield outcomes from USPTO patents with 853,638 reactions. Predict the reaction yield, written as a fraction of the theoretical maximum amount of product (1.0 means a 100% yield; for example, 0.34 means a 34% yield). (1) The reactants are Br[C:2]1[C:8]([F:9])=[CH:7][C:5]([NH2:6])=[C:4]([O:10][CH3:11])[CH:3]=1.[CH3:12][N:13](C1C(C2C(P(C3CCCCC3)C3CCCCC3)=CC=CC=2)=CC=CC=1)C.CN(C=O)C. The catalyst is O.[C-]#N.[Zn+2].[C-]#N.C1C=CC(/C=C/C(/C=C/C2C=CC=CC=2)=O)=CC=1.C1C=CC(/C=C/C(/C=C/C2C=CC=CC=2)=O)=CC=1.C1C=CC(/C=C/C(/C=C/C2C=CC=CC=2)=O)=CC=1.[Pd].[Pd]. The product is [NH2:6][C:5]1[C:4]([O:10][CH3:11])=[CH:3][C:2]([C:12]#[N:13])=[C:8]([F:9])[CH:7]=1. The yield is 0.770. (2) The reactants are [NH2:1][C:2]1[S:6][N:5]=[C:4]([CH3:7])[C:3]=1[C:8]#[N:9].CCN(CC)CC.[C:17](Cl)(=[O:21])[CH2:18][CH2:19][CH3:20]. The catalyst is C(Cl)Cl. The product is [C:8]([C:3]1[C:4]([CH3:7])=[N:5][S:6][C:2]=1[NH:1][C:17](=[O:21])[CH2:18][CH2:19][CH3:20])#[N:9]. The yield is 0.950. (3) The reactants are [C:1]1(=[O:39])[N:5]([CH2:6][C:7](=[O:33])[CH2:8][NH:9][C@@H:10]([C:14]2[N:23]([CH2:24][C:25]3[CH:30]=[CH:29][CH:28]=[CH:27][CH:26]=3)[C:22](=[O:31])[C:21]3[C:16](=[CH:17][C:18]([Cl:32])=[CH:19][CH:20]=3)[N:15]=2)[CH:11]([CH3:13])[CH3:12])[C:4](=[O:34])[C:3]2=[CH:35][CH:36]=[CH:37][CH:38]=[C:2]12.CCN(CC)CC.[C:47]1([CH3:56])[C:48]([C:53](Cl)=[O:54])=[CH:49][CH:50]=[CH:51][CH:52]=1. The catalyst is C(Cl)Cl. The product is [C:47]1([CH3:56])[C:48]([C:53]([N:9]([CH2:8][C:7](=[O:33])[CH2:6][N:5]2[C:4](=[O:34])[C:3]3=[CH:35][CH:36]=[CH:37][CH:38]=[C:2]3[C:1]2=[O:39])[C@@H:10]([C:14]2[N:23]([CH2:24][C:25]3[CH:26]=[CH:27][CH:28]=[CH:29][CH:30]=3)[C:22](=[O:31])[C:21]3[C:16](=[CH:17][C:18]([Cl:32])=[CH:19][CH:20]=3)[N:15]=2)[CH:11]([CH3:13])[CH3:12])=[O:54])=[CH:49][CH:50]=[CH:51][CH:52]=1. The yield is 0.730. (4) The reactants are [Cl-].[NH+]1C=CC=CC=1.[CH2:8]([N:12]1[C:17]([CH3:18])=[C:16]([CH3:19])[CH:15]=[C:14]([O:20]C)[C:13]1=[O:22])[CH2:9][CH2:10][CH3:11]. The catalyst is C(OCC)C. The product is [CH2:8]([N:12]1[C:17]([CH3:18])=[C:16]([CH3:19])[CH:15]=[C:14]([OH:20])[C:13]1=[O:22])[CH2:9][CH2:10][CH3:11]. The yield is 0.810. (5) The reactants are [Br:1][C:2]1[CH:7]=[CH:6][C:5]([NH:8][C:9](=O)C(F)(F)F)=[C:4]([N+:15]([O-:17])=[O:16])[C:3]=1[F:18].C1(P(C2C=CC=CC=2)C2C=CC=CC=2)C=CC=CC=1.CO.N(C(OC(C)C)=O)=NC(OC(C)C)=O. The catalyst is O1CCCC1. The product is [Br:1][C:2]1[CH:7]=[CH:6][C:5]([NH:8][CH3:9])=[C:4]([N+:15]([O-:17])=[O:16])[C:3]=1[F:18]. The yield is 0.960. (6) The reactants are [C:1]([NH:4][NH2:5])(N)=[NH:2].Cl.[CH:7]1([C:10]2[C:19]3[C:14](=[CH:15][CH:16]=[CH:17][CH:18]=3)[C:13]([N:20]=[C:21]=[S:22])=[CH:12][CH:11]=2)[CH2:9][CH2:8]1.C(N(C(C)C)CC)(C)C. The yield is 0.490. The product is [NH2:2][C:1]1[N:20]([C:13]2[C:14]3[C:19](=[CH:18][CH:17]=[CH:16][CH:15]=3)[C:10]([CH:7]3[CH2:9][CH2:8]3)=[CH:11][CH:12]=2)[C:21]([SH:22])=[N:5][N:4]=1. The catalyst is CN(C=O)C. (7) The reactants are COC(=O)[NH:4][CH2:5][C@H:6]([CH2:11][C:12](=[O:22])N[C@H](C1C=CC=CC=1)C)[CH2:7][CH:8]([CH3:10])[CH3:9].[OH-:24].[Na+]. No catalyst specified. The product is [CH3:10][CH:8]([CH2:7][C@H:6]([CH2:5][NH2:4])[CH2:11][C:12]([OH:22])=[O:24])[CH3:9]. The yield is 0.504.